This data is from Catalyst prediction with 721,799 reactions and 888 catalyst types from USPTO. The task is: Predict which catalyst facilitates the given reaction. (1) Reactant: Br[C:2]1[C:3]([O:9][CH2:10][C@H:11]2[CH2:13][C@@H:12]2[C:14]2[CH:19]=[CH:18][C:17]([O:20][CH3:21])=[CH:16][N:15]=2)=[N:4][C:5]([CH3:8])=[N:6][CH:7]=1.B1(B2OC(C)(C)C(C)(C)O2)OC(C)(C)C(C)(C)O1.C([O-])(=O)C.[K+].Br[C:46]1[S:50][C:49]([CH3:51])=[N:48][CH:47]=1.C(=O)([O-])[O-].[Cs+].[Cs+]. Product: [CH3:21][O:20][C:17]1[CH:18]=[CH:19][C:14]([C@H:12]2[CH2:13][C@@H:11]2[CH2:10][O:9][C:3]2[C:2]([C:46]3[S:50][C:49]([CH3:51])=[N:48][CH:47]=3)=[CH:7][N:6]=[C:5]([CH3:8])[N:4]=2)=[N:15][CH:16]=1. The catalyst class is: 800. (2) Product: [CH2:1]([C:4]1[N:5]([C:19]([O:21][C:22]([CH3:25])([CH3:24])[CH3:23])=[O:20])[C:6]2[C:11]([C:12]=1[CH2:13][C:14]([OH:16])=[O:15])=[CH:10][CH:9]=[CH:8][CH:7]=2)[CH:2]=[CH2:3]. Reactant: [CH2:1]([C:4]1[N:5]([C:19]([O:21][C:22]([CH3:25])([CH3:24])[CH3:23])=[O:20])[C:6]2[C:11]([C:12]=1[CH2:13][C:14]([O:16]CC)=[O:15])=[CH:10][CH:9]=[CH:8][CH:7]=2)[CH:2]=[CH2:3].O[Li].O.Cl. The catalyst class is: 87. (3) Reactant: [C:1]([C:3]1[CH:8]=[C:7]([CH3:9])[CH:6]=[CH:5][C:4]=1[C:10]1[CH:15]=[C:14]([O:16][CH2:17][CH:18]2[CH2:22][O:21][C:20]([CH3:24])([CH3:23])[O:19]2)[CH:13]=[C:12]([C:25]([O:27]C)=[O:26])[CH:11]=1)#[N:2].[OH-].[Li+].Cl. Product: [C:1]([C:3]1[CH:8]=[C:7]([CH3:9])[CH:6]=[CH:5][C:4]=1[C:10]1[CH:15]=[C:14]([O:16][CH2:17][CH:18]2[CH2:22][O:21][C:20]([CH3:23])([CH3:24])[O:19]2)[CH:13]=[C:12]([C:25]([OH:27])=[O:26])[CH:11]=1)#[N:2]. The catalyst class is: 7. (4) Reactant: C(Cl)CCl.[Si:5]([O:12][CH2:13][CH2:14][NH:15][C:16]1[CH:17]=[CH:18][CH:19]=[C:20]2[C:25]=1[N:24]=[CH:23][CH:22]=[CH:21]2)([C:8]([CH3:11])([CH3:10])[CH3:9])([CH3:7])[CH3:6].[CH3:26][O:27][C:28]([C:30]1[CH:35]=[CH:34][C:33]([CH2:36][C:37](O)=[O:38])=[CH:32][CH:31]=1)=[O:29].C(Cl)(Cl)Cl. Product: [Si:5]([O:12][CH2:13][CH2:14][N:15]([C:16]1[CH:17]=[CH:18][CH:19]=[C:20]2[C:25]=1[N:24]=[CH:23][CH:22]=[CH:21]2)[C:37](=[O:38])[CH2:36][C:33]1[CH:32]=[CH:31][C:30]([C:28]([O:27][CH3:26])=[O:29])=[CH:35][CH:34]=1)([C:8]([CH3:11])([CH3:10])[CH3:9])([CH3:7])[CH3:6]. The catalyst class is: 812.